Dataset: Full USPTO retrosynthesis dataset with 1.9M reactions from patents (1976-2016). Task: Predict the reactants needed to synthesize the given product. (1) Given the product [CH2:7]([CH:8]1[CH:16]([C:15]([NH:32][C:31]2[CH:33]=[CH:34][CH:35]=[C:29]([O:28][CH3:27])[CH:30]=2)=[O:26])[C:17]2[C:18](=[CH:22][CH:23]=[CH:24][CH:25]=2)[C:19](=[O:21])[N:14]1[CH2:13][CH2:12][O:11][CH3:10])[C:1]1[CH:2]=[CH:3][CH:4]=[CH:5][CH:6]=1, predict the reactants needed to synthesize it. The reactants are: [C:1]1([CH2:7][CH:8]=O)[CH:6]=[CH:5][CH:4]=[CH:3][CH:2]=1.[CH3:10][O:11][CH2:12][CH2:13][NH2:14].[C:15]1(=[O:26])[O:21][C:19](=O)[C:18]2=[CH:22][CH:23]=[CH:24][CH:25]=[C:17]2[CH2:16]1.[CH3:27][O:28][C:29]1[CH:30]=[C:31]([CH:33]=[CH:34][CH:35]=1)[NH2:32]. (2) Given the product [CH3:7][CH:4]1[CH2:5][NH:6][C:15]2([CH2:16][CH2:17][N:18]([CH3:21])[CH2:19][CH2:20]2)[O:22]1.[NH2:13][CH2:14][CH:15]([OH:22])[CH3:16].[CH3:12][N:9]1[CH2:10][CH2:11][C:4](=[O:3])[CH2:7][CH2:8]1, predict the reactants needed to synthesize it. The reactants are: CC1[NH:6][CH2:5][C:4]2([CH2:11][CH2:10][N:9]([CH3:12])[CH2:8][CH2:7]2)[O:3]1.[NH2:13][CH2:14][C:15]1([OH:22])[CH2:20][CH2:19][N:18]([CH3:21])[CH2:17][CH2:16]1.C(=O)C. (3) Given the product [CH2:1]([NH:13][C:14]1[CH:23]=[CH:22][C:17]([C:18]([O:20][CH3:21])=[O:19])=[C:16]([O:24][CH3:25])[CH:15]=1)[C:2]1[CH:7]=[CH:6][CH:5]=[CH:4][CH:3]=1, predict the reactants needed to synthesize it. The reactants are: [CH:1](=O)[C:2]1[CH:7]=[CH:6][CH:5]=[CH:4][CH:3]=1.C(O)(=O)C.[NH2:13][C:14]1[CH:23]=[CH:22][C:17]([C:18]([O:20][CH3:21])=[O:19])=[C:16]([O:24][CH3:25])[CH:15]=1.C([BH3-])#N.[Na+]. (4) Given the product [CH2:1]([O:3][C:4](=[O:19])[CH2:5][C:6]1[CH2:11][CH2:10][N:9]([C:12]([O:14][C:15]([CH3:18])([CH3:17])[CH3:16])=[O:13])[CH2:8][CH:7]=1)[CH3:2], predict the reactants needed to synthesize it. The reactants are: [CH2:1]([O:3][C:4](=[O:19])[CH:5]=[C:6]1[CH2:11][CH2:10][N:9]([C:12]([O:14][C:15]([CH3:18])([CH3:17])[CH3:16])=[O:13])[CH2:8][CH2:7]1)[CH3:2].C(OC(N1CCC(=O)CC1)=O)(C)(C)C.C([N-]C(C)C)(C)C.[Li+].C(=O)([O-])O.[Na+]. (5) Given the product [CH3:9][O:10][CH:16]([C:15]1[CH:18]=[CH:19][C:12]([CH3:11])=[CH:13][CH:14]=1)[CH3:17], predict the reactants needed to synthesize it. The reactants are: C([CH2:9][OH:10])=CC1C=CC=CC=1.[CH3:11][C:12]1[CH:19]=[CH:18][C:15]([CH:16]=[CH2:17])=[CH:14][CH:13]=1.CO. (6) Given the product [F:19][C:20]1[CH:25]=[CH:24][C:23]([O:26][C:2]2[CH:7]=[C:6]([O:8][CH2:9][C:10]#[C:11][CH3:12])[N:5]=[CH:4][N:3]=2)=[CH:22][CH:21]=1, predict the reactants needed to synthesize it. The reactants are: Cl[C:2]1[CH:7]=[C:6]([O:8][CH2:9][C:10]#[C:11][CH3:12])[N:5]=[CH:4][N:3]=1.C(=O)([O-])[O-].[K+].[K+].[F:19][C:20]1[CH:25]=[CH:24][C:23]([OH:26])=[CH:22][CH:21]=1.[Cl-].[NH4+]. (7) Given the product [NH2:34][C:33]1[N:13]([C:12]2[C:11]([Cl:10])=[CH:17][C:16]([O:18][C:19]([F:22])([F:21])[F:20])=[CH:15][C:14]=2[Cl:23])[N:6]=[C:26]([C:24]#[N:25])[CH:32]=1, predict the reactants needed to synthesize it. The reactants are: S(=O)(=O)(O)O.[N:6]([O-])=O.[Na+].[Cl:10][C:11]1[CH:17]=[C:16]([O:18][C:19]([F:22])([F:21])[F:20])[CH:15]=[C:14]([Cl:23])[C:12]=1[NH2:13].[C:24]([CH:26]([CH2:32][C:33]#[N:34])C(OCC)=O)#[N:25].